Dataset: Reaction yield outcomes from USPTO patents with 853,638 reactions. Task: Predict the reaction yield, written as a fraction of the theoretical maximum amount of product (1.0 means a 100% yield; for example, 0.34 means a 34% yield). (1) The reactants are [CH3:1][C:2]1[N:7]=[C:6]2[S:8][C:9]3[CH2:14][CH2:13][CH2:12][CH2:11][C:10]=3[C:5]2=[C:4]([C:15]2[CH:23]=[CH:22][C:18]3[O:19][CH2:20][O:21][C:17]=3[CH:16]=2)[C:3]=1[CH:24]([CH2:29][CH2:30][CH3:31])[C:25]([O:27]C)=[O:26].[OH-].[Na+]. The catalyst is CO. The product is [CH3:1][C:2]1[N:7]=[C:6]2[S:8][C:9]3[CH2:14][CH2:13][CH2:12][CH2:11][C:10]=3[C:5]2=[C:4]([C:15]2[CH:23]=[CH:22][C:18]3[O:19][CH2:20][O:21][C:17]=3[CH:16]=2)[C:3]=1[CH:24]([CH2:29][CH2:30][CH3:31])[C:25]([OH:27])=[O:26]. The yield is 0.580. (2) The reactants are [NH2:1][C:2]1[CH:7]=[CH:6][N:5]=[CH:4][N:3]=1.C1N2CCN(CC2)C1.[O:16]=[C:17]1[CH2:22][N:21]([C:23](=[O:28])[C:24]([F:27])([F:26])[F:25])[CH2:20][CH2:19][N:18]1[C:29]1[CH:34]=[CH:33][C:32]([S:35](Cl)(=[O:37])=[O:36])=[CH:31][CH:30]=1. The catalyst is C(#N)C. The product is [O:16]=[C:17]1[CH2:22][N:21]([C:23](=[O:28])[C:24]([F:26])([F:25])[F:27])[CH2:20][CH2:19][N:18]1[C:29]1[CH:30]=[CH:31][C:32]([S:35]([NH:1][C:2]2[CH:7]=[CH:6][N:5]=[CH:4][N:3]=2)(=[O:37])=[O:36])=[CH:33][CH:34]=1. The yield is 0.470.